Predict the product of the given reaction. From a dataset of Forward reaction prediction with 1.9M reactions from USPTO patents (1976-2016). (1) Given the reactants Cl[C:2]1[C:7]([C:8]([N:10]([C:15]2[CH:20]=[CH:19][C:18]([C:21]3[C:26]([F:27])=[CH:25][CH:24]=[CH:23][C:22]=3[F:28])=[CH:17][CH:16]=2)[CH2:11][C@H:12]([OH:14])[CH3:13])=[O:9])=[C:6]([Cl:29])[N:5]=[CH:4][N:3]=1.C(=O)([O-])[O-].[K+].[K+], predict the reaction product. The product is: [Cl:29][C:6]1[C:7]2[C:8](=[O:9])[N:10]([C:15]3[CH:16]=[CH:17][C:18]([C:21]4[C:26]([F:27])=[CH:25][CH:24]=[CH:23][C:22]=4[F:28])=[CH:19][CH:20]=3)[CH2:11][C@@H:12]([CH3:13])[O:14][C:2]=2[N:3]=[CH:4][N:5]=1. (2) Given the reactants CC(C)CC=[C:5]([C:25]1[CH:30]=[CH:29][CH:28]=[CH:27][CH:26]=1)[CH2:6][O:7][C@H:8]1[CH2:13][CH2:12][C@H:11]([N:14]2[C:22](=[O:23])[C:21]3[C:16](=[CH:17][CH:18]=[CH:19][CH:20]=3)[C:15]2=[O:24])[CH2:10][CH2:9]1.[O:32]=[O+][O-], predict the reaction product. The product is: [O:32]=[C:5]([C:25]1[CH:30]=[CH:29][CH:28]=[CH:27][CH:26]=1)[CH2:6][O:7][C@H:8]1[CH2:13][CH2:12][C@H:11]([N:14]2[C:22](=[O:23])[C:21]3[C:16](=[CH:17][CH:18]=[CH:19][CH:20]=3)[C:15]2=[O:24])[CH2:10][CH2:9]1. (3) Given the reactants [CH2:1]([C:4]1[C:9]([Br:10])=[CH:8][N:7]=[CH:6][C:5]=1[C:11]([C:13]1[CH:20]=[CH:19][C:16]([C:17]#[N:18])=[C:15]([F:21])[CH:14]=1)=[O:12])[CH:2]=[CH2:3].[CH3:22][Mg]Br, predict the reaction product. The product is: [CH2:1]([C:4]1[C:9]([Br:10])=[CH:8][N:7]=[CH:6][C:5]=1[C:11]([C:13]1[CH:20]=[CH:19][C:16]([C:17]#[N:18])=[C:15]([F:21])[CH:14]=1)([OH:12])[CH3:22])[CH:2]=[CH2:3].